This data is from Merck oncology drug combination screen with 23,052 pairs across 39 cell lines. The task is: Regression. Given two drug SMILES strings and cell line genomic features, predict the synergy score measuring deviation from expected non-interaction effect. (1) Drug 1: O=C(NOCC(O)CO)c1ccc(F)c(F)c1Nc1ccc(I)cc1F. Drug 2: CCC1(O)C(=O)OCc2c1cc1n(c2=O)Cc2cc3c(CN(C)C)c(O)ccc3nc2-1. Cell line: EFM192B. Synergy scores: synergy=-2.35. (2) Drug 1: CC(C)CC(NC(=O)C(Cc1ccccc1)NC(=O)c1cnccn1)B(O)O. Drug 2: CC1(c2nc3c(C(N)=O)cccc3[nH]2)CCCN1. Cell line: KPL1. Synergy scores: synergy=19.0.